Dataset: Full USPTO retrosynthesis dataset with 1.9M reactions from patents (1976-2016). Task: Predict the reactants needed to synthesize the given product. (1) Given the product [O:1]1[CH:5]=[CH:4][CH:3]=[C:2]1[C:6]1[O:7][C:8]([CH3:34])=[C:9]([CH2:11][O:12][C:13]2[N:18]=[CH:17][C:16]([CH2:19][O:20][C:21]3[C:25](/[CH:26]=[CH:35]/[P:44](=[O:51])([O:45][CH2:46][CH3:47])[O:48][CH2:49][CH3:50])=[CH:24][N:23]([C:28]4[CH:33]=[CH:32][CH:31]=[CH:30][CH:29]=4)[N:22]=3)=[CH:15][CH:14]=2)[N:10]=1, predict the reactants needed to synthesize it. The reactants are: [O:1]1[CH:5]=[CH:4][CH:3]=[C:2]1[C:6]1[O:7][C:8]([CH3:34])=[C:9]([CH2:11][O:12][C:13]2[N:18]=[CH:17][C:16]([CH2:19][O:20][C:21]3[C:25]([CH:26]=O)=[CH:24][N:23]([C:28]4[CH:33]=[CH:32][CH:31]=[CH:30][CH:29]=4)[N:22]=3)=[CH:15][CH:14]=2)[N:10]=1.[CH2:35]([P:44](=[O:51])([O:48][CH2:49][CH3:50])[O:45][CH2:46][CH3:47])P(=O)(OCC)OCC.CN(C)C=O.[H-].[Na+]. (2) Given the product [NH2:31][C:47]([C@@H:46]([NH:49][C:12](=[O:14])[C:11]1[CH:15]=[CH:16][C:17]([CH3:18])=[C:9]([N:6]2[C:7](=[O:8])[C:2]([Br:1])=[C:3]([O:20][CH2:21][C:22]3[CH:27]=[CH:26][C:25]([F:28])=[CH:24][C:23]=3[F:29])[N:4]=[C:5]2[CH3:19])[CH:10]=1)[CH3:45])=[O:48], predict the reactants needed to synthesize it. The reactants are: [Br:1][C:2]1[C:7](=[O:8])[N:6]([C:9]2[CH:10]=[C:11]([CH:15]=[CH:16][C:17]=2[CH3:18])[C:12]([OH:14])=O)[C:5]([CH3:19])=[N:4][C:3]=1[O:20][CH2:21][C:22]1[CH:27]=[CH:26][C:25]([F:28])=[CH:24][C:23]=1[F:29].C[N:31]1CCOCC1.C(OC(Cl)=O)C(C)C.[CH3:45][C@@H:46]([NH2:49])[CH2:47][OH:48]. (3) The reactants are: [N+:1]([C:4]1[CH:26]=[C:25](Br)[CH:24]=[CH:23][C:5]=1[CH2:6][N:7]([CH2:17][C:18]([O:20][CH2:21][CH3:22])=[O:19])[C:8](=[O:16])[C:9]1[CH:14]=[CH:13][C:12]([Cl:15])=[CH:11][CH:10]=1)([O-:3])=[O:2].[PH:28](=[O:37])([O-:36])[O:29][CH:30]=[C:31](CC)CC.[C:38]1(P(C2C=CC=CC=2)C2C=CC=CC=2)C=CC=C[CH:39]=1.[CH2:57](N(CC)CC)[CH3:58]. Given the product [Cl:15][C:12]1[CH:13]=[CH:14][C:9]([C:8]([N:7]([CH2:17][C:18]([O:20][CH2:21][CH3:22])=[O:19])[CH2:6][C:5]2[CH:23]=[CH:24][C:25]([CH:38]=[CH:39][P:28]([O:29][CH2:30][CH3:31])([O:36][CH2:57][CH3:58])=[O:37])=[CH:26][C:4]=2[N+:1]([O-:3])=[O:2])=[O:16])=[CH:10][CH:11]=1, predict the reactants needed to synthesize it. (4) Given the product [CH3:1][N:2]1[C:6]([C:7]2[CH:16]=[C:15]3[C:10]([CH:11]=[CH:12][NH:13][C:14]3=[O:17])=[C:9]([N+:18]([O-:20])=[O:19])[CH:8]=2)=[C:5]([CH3:21])[N:4]=[N:3]1.[NH2:18][C:9]1[CH:8]=[C:7]([C:6]2[N:2]([CH3:1])[N:3]=[N:4][C:5]=2[CH3:21])[CH:16]=[C:15]2[C:10]=1[CH2:11][CH2:12][NH:13][C:14]2=[O:17], predict the reactants needed to synthesize it. The reactants are: [CH3:1][N:2]1[C:6]([C:7]2[CH:16]=[C:15]3[C:10]([CH:11]=[CH:12][NH:13][C:14]3=[O:17])=[C:9]([N+:18]([O-:20])=[O:19])[CH:8]=2)=[C:5]([CH3:21])[N:4]=[N:3]1. (5) Given the product [Cl:1][C:2]1[N:7]=[CH:6][C:5]([NH:8][C:9](=[O:10])[C@H:11]([NH:13][S:32]([C:29]2[CH:30]=[CH:31][C:26]([Cl:25])=[CH:27][CH:28]=2)(=[O:34])=[O:33])[CH3:12])=[C:4]([NH:21][CH2:22][CH3:23])[CH:3]=1, predict the reactants needed to synthesize it. The reactants are: [Cl:1][C:2]1[N:7]=[CH:6][C:5]([NH:8][C:9]([C@H:11]([NH:13]C(=O)OC(C)(C)C)[CH3:12])=[O:10])=[C:4]([NH:21][CH2:22][CH3:23])[CH:3]=1.Cl.[Cl:25][C:26]1[CH:31]=[CH:30][C:29]([S:32](Cl)(=[O:34])=[O:33])=[CH:28][CH:27]=1.CCN(CC)CC. (6) Given the product [CH3:21][O:20][C:18]([C:13]1[CH:12]=[C:11]([O:22][CH2:25][CH:24]=[CH2:23])[C:10]2[C:15](=[CH:16][CH:17]=[C:8]([F:7])[CH:9]=2)[N:14]=1)=[O:19], predict the reactants needed to synthesize it. The reactants are: C(=O)([O-])[O-].[K+].[K+].[F:7][C:8]1[CH:9]=[C:10]2[C:15](=[CH:16][CH:17]=1)[NH:14][C:13]([C:18]([O:20][CH3:21])=[O:19])=[CH:12][C:11]2=[O:22].[CH2:23](Br)[CH:24]=[CH2:25].